This data is from Full USPTO retrosynthesis dataset with 1.9M reactions from patents (1976-2016). The task is: Predict the reactants needed to synthesize the given product. (1) Given the product [Br:1][C:2]1[CH:3]=[C:4]2[C:12](=[CH:13][CH:14]=1)[NH:11][C:10]1[CH:9]([NH:15][C:16](=[O:25])[CH2:17][CH2:18][C:19]3[CH:24]=[CH:23][CH:22]=[CH:21][CH:20]=3)[CH2:8][CH2:7][CH2:6][C:5]2=1, predict the reactants needed to synthesize it. The reactants are: [Br:1][C:2]1[CH:3]=[C:4]2[C:12](=[CH:13][CH:14]=1)[NH:11][C:10]1[CH:9]([NH2:15])[CH2:8][CH2:7][CH2:6][C:5]2=1.[C:16](Cl)(=[O:25])[CH2:17][CH2:18][C:19]1[CH:24]=[CH:23][CH:22]=[CH:21][CH:20]=1. (2) Given the product [Cl:1][C:2]1[CH:3]=[C:4]([NH:20][C:21]2[C:31]3[CH:30]=[C:29]([C:32]([OH:34])=[O:33])[CH2:28][CH2:27][NH:26][C:25]=3[N:24]=[CH:23][N:22]=2)[CH:5]=[N:6][C:7]=1[O:8][C:9]1[CH:14]=[CH:13][CH:12]=[C:11]([O:15][C:16]([F:17])([F:18])[F:19])[CH:10]=1, predict the reactants needed to synthesize it. The reactants are: [Cl:1][C:2]1[CH:3]=[C:4]([NH:20][C:21]2[C:31]3[CH:30]=[C:29]([C:32]([O:34]C)=[O:33])[CH2:28][CH2:27][NH:26][C:25]=3[N:24]=[CH:23][N:22]=2)[CH:5]=[N:6][C:7]=1[O:8][C:9]1[CH:14]=[CH:13][CH:12]=[C:11]([O:15][C:16]([F:19])([F:18])[F:17])[CH:10]=1.[OH-].[Na+].Cl. (3) Given the product [Cl:19][C:20]1[N:21]=[CH:22][C:23]([NH:1][C@H:2]2[CH2:7][CH2:6][C@H:5]([C:8]([N:10]3[CH2:11][CH2:12][N:13]([CH:16]([CH3:18])[CH3:17])[CH2:14][CH2:15]3)=[O:9])[CH2:4][CH2:3]2)=[CH:24][CH:25]=1, predict the reactants needed to synthesize it. The reactants are: [NH2:1][C@H:2]1[CH2:7][CH2:6][C@H:5]([C:8]([N:10]2[CH2:15][CH2:14][N:13]([CH:16]([CH3:18])[CH3:17])[CH2:12][CH2:11]2)=[O:9])[CH2:4][CH2:3]1.[Cl:19][C:20]1[CH:25]=[CH:24][C:23](I)=[CH:22][N:21]=1.[O-]P([O-])([O-])=O.[K+].[K+].[K+].C(O)CO.C([O-])(O)=O.[Na+]. (4) Given the product [OH:6][C:7]1[CH:8]=[C:9]2[C:14](=[CH:15][CH:16]=1)[C:13](=[O:17])[C:12]([CH2:23][C:24]([O:26][CH3:27])=[O:25])([CH2:18][C:19]([F:20])([F:21])[F:22])[CH2:11][CH2:10]2, predict the reactants needed to synthesize it. The reactants are: S(=O)(=O)(O)O.[OH:6][C:7]1[CH:8]=[C:9]2[C:14](=[CH:15][CH:16]=1)[C:13](=[O:17])[C:12]([CH2:23][C:24]([OH:26])=[O:25])([CH2:18][C:19]([F:22])([F:21])[F:20])[CH2:11][CH2:10]2.[CH3:27]O. (5) Given the product [CH:1]1([N:6]2[CH2:12][C:11]3([CH2:14][CH2:13]3)[C:10](=[O:15])[N:9]([CH3:16])[C:8]3[CH:17]=[N:18][C:19]([NH:21][C:22]4[CH:30]=[CH:29][C:25]([C:26]([NH:64][N:65]5[CH2:70][CH2:69][N:68]([CH2:71][CH2:72][OH:73])[CH2:67][CH2:66]5)=[O:28])=[CH:24][C:23]=4[O:31][CH3:32])=[N:20][C:7]2=3)[CH2:2][CH2:3][CH2:4][CH2:5]1, predict the reactants needed to synthesize it. The reactants are: [CH:1]1([N:6]2[CH2:12][C:11]3([CH2:14][CH2:13]3)[C:10](=[O:15])[N:9]([CH3:16])[C:8]3[CH:17]=[N:18][C:19]([NH:21][C:22]4[CH:30]=[CH:29][C:25]([C:26]([OH:28])=O)=[CH:24][C:23]=4[O:31][CH3:32])=[N:20][C:7]2=3)[CH2:5][CH2:4][CH2:3][CH2:2]1.CCN(C(C)C)C(C)C.CN(C(ON1N=NC2C=CC=CC1=2)=[N+](C)C)C.[B-](F)(F)(F)F.[NH2:64][N:65]1[CH2:70][CH2:69][N:68]([CH2:71][CH2:72][OH:73])[CH2:67][CH2:66]1. (6) Given the product [C:28]([C:27]([C:24]1[CH:25]=[CH:26][C:21]([C:20]2[C:11]3[C:10]4[CH:9]=[C:8]([C:5]5[CH:4]=[CH:3][C:2]([NH:1][C:34](=[O:35])[CH3:33])=[N:7][CH:6]=5)[CH:17]=[CH:16][C:15]=4[N:14]=[CH:13][C:12]=3[N:18]([CH3:32])[N:19]=2)=[CH:22][CH:23]=1)([CH3:30])[CH3:31])#[N:29], predict the reactants needed to synthesize it. The reactants are: [NH2:1][C:2]1[N:7]=[CH:6][C:5]([C:8]2[CH:17]=[CH:16][C:15]3[N:14]=[CH:13][C:12]4[N:18]([CH3:32])[N:19]=[C:20]([C:21]5[CH:26]=[CH:25][C:24]([C:27]([CH3:31])([CH3:30])[C:28]#[N:29])=[CH:23][CH:22]=5)[C:11]=4[C:10]=3[CH:9]=2)=[CH:4][CH:3]=1.[CH3:33][C:34](OC(C)=O)=[O:35]. (7) Given the product [N+:17](/[CH:20]=[CH:13]/[C:12]1[CH:15]=[CH:16][C:9]([CH2:8][O:1][C:2]2[CH:7]=[CH:6][CH:5]=[CH:4][CH:3]=2)=[CH:10][CH:11]=1)([O-:19])=[O:18], predict the reactants needed to synthesize it. The reactants are: [O:1]([CH2:8][C:9]1[CH:16]=[CH:15][C:12]([CH:13]=O)=[CH:11][CH:10]=1)[C:2]1[CH:7]=[CH:6][CH:5]=[CH:4][CH:3]=1.[N+:17]([CH3:20])([O-:19])=[O:18].C([O-])(=O)C.[NH4+]. (8) Given the product [Cl:21][C:22]1[CH:23]=[C:24]([NH:29][C:30]([CH:4]2[C:5](=[O:12])[CH:6]3[C:9]([CH3:10])([CH3:11])[C@:2]([CH3:1])([CH2:8][CH2:7]3)[C:3]2=[O:13])=[O:31])[CH:25]=[C:26]([Cl:28])[CH:27]=1, predict the reactants needed to synthesize it. The reactants are: [CH3:1][C@@:2]12[C:9]([CH3:11])([CH3:10])[CH:6]([CH2:7][CH2:8]1)[C:5](=[O:12])[CH2:4][C:3]2=[O:13].C(N(CC)CC)C.[Cl:21][C:22]1[CH:23]=[C:24]([N:29]=[C:30]=[O:31])[CH:25]=[C:26]([Cl:28])[CH:27]=1.Cl. (9) Given the product [CH:39]1([CH2:42][O:43][C:44]2[CH:52]=[CH:51][C:47]3[O:48][CH2:49][O:50][C:46]=3[C:45]=2[C:53]2[C:54]3[NH:61][C:60]([CH3:62])=[C:59]([C:63]([NH:1][C@@H:2]([CH2:32][C:33]4[CH:34]=[N:35][CH:36]=[CH:37][CH:38]=4)[C:3]([N:5]4[CH2:6][CH2:7][CH:8]([N:11]5[N:20]=[C:19]([C:21]6[CH:26]=[CH:25][C:24]([O:27][CH3:28])=[C:23]([O:29][CH3:30])[CH:22]=6)[C@@H:18]6[C@@H:13]([CH2:14][CH2:15][CH2:16][CH2:17]6)[C:12]5=[O:31])[CH2:9][CH2:10]4)=[O:4])=[O:64])[C:55]=3[N:56]=[CH:57][N:58]=2)[CH2:40][CH2:41]1, predict the reactants needed to synthesize it. The reactants are: [NH2:1][C@@H:2]([CH2:32][C:33]1[CH:34]=[N:35][CH:36]=[CH:37][CH:38]=1)[C:3]([N:5]1[CH2:10][CH2:9][CH:8]([N:11]2[N:20]=[C:19]([C:21]3[CH:26]=[CH:25][C:24]([O:27][CH3:28])=[C:23]([O:29][CH3:30])[CH:22]=3)[C@@H:18]3[C@@H:13]([CH2:14][CH2:15][CH2:16][CH2:17]3)[C:12]2=[O:31])[CH2:7][CH2:6]1)=[O:4].[CH:39]1([CH2:42][O:43][C:44]2[CH:52]=[CH:51][C:47]3[O:48][CH2:49][O:50][C:46]=3[C:45]=2[C:53]2[C:54]3[NH:61][C:60]([CH3:62])=[C:59]([C:63](O)=[O:64])[C:55]=3[N:56]=[CH:57][N:58]=2)[CH2:41][CH2:40]1.CN(C(ON1N=NC2C=CC=CC1=2)=[N+](C)C)C.F[P-](F)(F)(F)(F)F.CCN(C(C)C)C(C)C.C(=O)(O)[O-].[Na+]. (10) Given the product [CH3:3][O:4][C:5]1[CH:6]=[CH:7][C:8]([C@@H:11]2[C@@H:16]([O:17][CH2:18][C:19]3[CH:20]=[CH:21][C:22]4[O:27][CH2:26][CH2:25][N:24]([CH2:28][CH2:29][CH2:30][O:31][CH3:32])[C:23]=4[CH:33]=3)[CH2:15][N:14]([S:34]([C:37]3[CH:38]=[CH:39][C:40]([CH3:43])=[CH:41][CH:42]=3)(=[O:36])=[O:35])[CH2:13][C@H:12]2[O:44][CH2:45][C:46]([OH:48])=[O:47])=[CH:9][CH:10]=1, predict the reactants needed to synthesize it. The reactants are: [OH-].[Li+].[CH3:3][O:4][C:5]1[CH:10]=[CH:9][C:8]([C@@H:11]2[C@@H:16]([O:17][CH2:18][C:19]3[CH:20]=[CH:21][C:22]4[O:27][CH2:26][CH2:25][N:24]([CH2:28][CH2:29][CH2:30][O:31][CH3:32])[C:23]=4[CH:33]=3)[CH2:15][N:14]([S:34]([C:37]3[CH:42]=[CH:41][C:40]([CH3:43])=[CH:39][CH:38]=3)(=[O:36])=[O:35])[CH2:13][C@H:12]2[O:44][CH2:45][C:46]([O:48]C)=[O:47])=[CH:7][CH:6]=1.Cl.